Predict the reaction yield, written as a fraction of the theoretical maximum amount of product (1.0 means a 100% yield; for example, 0.34 means a 34% yield). From a dataset of Reaction yield outcomes from USPTO patents with 853,638 reactions. The reactants are [Br:1][C:2]1[CH:3]=[CH:4][C:5]2[O:11][CH2:10][CH2:9][N:8]([C:12](Cl)=[O:13])[CH2:7][C:6]=2[CH:15]=1.[F:16][C:17]([F:32])([F:31])[C:18]1[CH:19]=[C:20]([C:24]2([OH:30])[CH2:29][CH2:28][NH:27][CH2:26][CH2:25]2)[CH:21]=[CH:22][CH:23]=1.C(N(C(C)C)CC)(C)C. The catalyst is ClCCl.C(OCC)(=O)C. The product is [Br:1][C:2]1[CH:3]=[CH:4][C:5]2[O:11][CH2:10][CH2:9][N:8]([C:12]([N:27]3[CH2:26][CH2:25][C:24]([C:20]4[CH:21]=[CH:22][CH:23]=[C:18]([C:17]([F:16])([F:31])[F:32])[CH:19]=4)([OH:30])[CH2:29][CH2:28]3)=[O:13])[CH2:7][C:6]=2[CH:15]=1. The yield is 1.00.